This data is from NCI-60 drug combinations with 297,098 pairs across 59 cell lines. The task is: Regression. Given two drug SMILES strings and cell line genomic features, predict the synergy score measuring deviation from expected non-interaction effect. (1) Drug 1: CC1=C(C=C(C=C1)NC(=O)C2=CC=C(C=C2)CN3CCN(CC3)C)NC4=NC=CC(=N4)C5=CN=CC=C5. Drug 2: CCN(CC)CCCC(C)NC1=C2C=C(C=CC2=NC3=C1C=CC(=C3)Cl)OC. Cell line: T-47D. Synergy scores: CSS=16.9, Synergy_ZIP=-1.91, Synergy_Bliss=0.996, Synergy_Loewe=5.34, Synergy_HSA=5.34. (2) Drug 2: CN1C2=C(C=C(C=C2)N(CCCl)CCCl)N=C1CCCC(=O)O.Cl. Synergy scores: CSS=41.4, Synergy_ZIP=5.55, Synergy_Bliss=6.75, Synergy_Loewe=-3.48, Synergy_HSA=7.58. Cell line: ACHN. Drug 1: CC1=C2C(C(=O)C3(C(CC4C(C3C(C(C2(C)C)(CC1OC(=O)C(C(C5=CC=CC=C5)NC(=O)OC(C)(C)C)O)O)OC(=O)C6=CC=CC=C6)(CO4)OC(=O)C)OC)C)OC. (3) Drug 1: CS(=O)(=O)C1=CC(=C(C=C1)C(=O)NC2=CC(=C(C=C2)Cl)C3=CC=CC=N3)Cl. Drug 2: C1=C(C(=O)NC(=O)N1)N(CCCl)CCCl. Cell line: A498. Synergy scores: CSS=23.4, Synergy_ZIP=-4.18, Synergy_Bliss=2.80, Synergy_Loewe=-0.737, Synergy_HSA=3.19. (4) Drug 1: CCC1=CC2CC(C3=C(CN(C2)C1)C4=CC=CC=C4N3)(C5=C(C=C6C(=C5)C78CCN9C7C(C=CC9)(C(C(C8N6C)(C(=O)OC)O)OC(=O)C)CC)OC)C(=O)OC.C(C(C(=O)O)O)(C(=O)O)O. Drug 2: C1CN(P(=O)(OC1)NCCCl)CCCl. Cell line: HL-60(TB). Synergy scores: CSS=16.6, Synergy_ZIP=1.96, Synergy_Bliss=2.93, Synergy_Loewe=-60.9, Synergy_HSA=1.46. (5) Drug 1: C1=CC(=CC=C1C#N)C(C2=CC=C(C=C2)C#N)N3C=NC=N3. Drug 2: CCC(=C(C1=CC=CC=C1)C2=CC=C(C=C2)OCCN(C)C)C3=CC=CC=C3.C(C(=O)O)C(CC(=O)O)(C(=O)O)O. Cell line: NCI-H226. Synergy scores: CSS=5.02, Synergy_ZIP=-4.46, Synergy_Bliss=-7.60, Synergy_Loewe=-1.94, Synergy_HSA=-8.53.